From a dataset of Reaction yield outcomes from USPTO patents with 853,638 reactions. Predict the reaction yield, written as a fraction of the theoretical maximum amount of product (1.0 means a 100% yield; for example, 0.34 means a 34% yield). (1) The reactants are [NH2:1][C@H:2]([CH2:7][OH:8])[C@H:3]([CH2:5][CH3:6])[CH3:4].[CH2:9]1[CH2:15][S:12](=[O:14])(=[O:13])[O:11][CH2:10]1. The catalyst is C1COCC1. The product is [OH:8][CH2:7][C@@H:2]([NH:1][CH2:10][CH2:9][CH2:15][S:12]([OH:14])(=[O:13])=[O:11])[CH:3]([CH3:4])[CH2:5][CH3:6]. The yield is 0.440. (2) The reactants are [CH3:1][C:2]([CH3:14])([CH3:13])[CH2:3][O:4][C:5]1[CH:9]=[CH:8][N:7](C(=O)C)[N:6]=1.[OH-].[Na+]. The catalyst is CO. The product is [CH3:1][C:2]([CH3:14])([CH3:13])[CH2:3][O:4][C:5]1[CH:9]=[CH:8][NH:7][N:6]=1. The yield is 0.950. (3) The reactants are [CH2:1]([C@@H:8]1[CH2:12][O:11][C:10](=[O:13])[N:9]1[C:14](=[O:23])[CH2:15][C:16]1[CH:21]=[CH:20][C:19]([Cl:22])=[CH:18][CH:17]=1)[C:2]1[CH:7]=[CH:6][CH:5]=[CH:4][CH:3]=1.CCN(C(C)C)C(C)C.[CH:33]1([CH2:36][N:37]([CH2:45]OC)[C:38](=[O:44])[O:39][C:40]([CH3:43])([CH3:42])[CH3:41])[CH2:35][CH2:34]1. The catalyst is C(Cl)Cl.Cl[Ti](Cl)(Cl)Cl. The product is [CH2:1]([C@@H:8]1[CH2:12][O:11][C:10](=[O:13])[N:9]1[C:14](=[O:23])[C@@H:15]([C:16]1[CH:17]=[CH:18][C:19]([Cl:22])=[CH:20][CH:21]=1)[CH2:45][N:37]([CH2:36][CH:33]1[CH2:34][CH2:35]1)[C:38](=[O:44])[O:39][C:40]([CH3:43])([CH3:41])[CH3:42])[C:2]1[CH:7]=[CH:6][CH:5]=[CH:4][CH:3]=1. The yield is 0.870.